From a dataset of Catalyst prediction with 721,799 reactions and 888 catalyst types from USPTO. Predict which catalyst facilitates the given reaction. (1) Reactant: CCCP1(OP(CCC)(=O)OP(CCC)(=O)O1)=O.[NH2:19][C:20]1[CH:28]=[CH:27][C:23]([C:24]([OH:26])=O)=[CH:22][C:21]=1[F:29].[N:30]1([C:36]([O:38][C:39]([CH3:42])([CH3:41])[CH3:40])=[O:37])[CH2:35][CH2:34][NH:33][CH2:32][CH2:31]1.C(N(CC)CC)C. Product: [NH2:19][C:20]1[CH:28]=[CH:27][C:23]([C:24]([N:33]2[CH2:32][CH2:31][N:30]([C:36]([O:38][C:39]([CH3:42])([CH3:41])[CH3:40])=[O:37])[CH2:35][CH2:34]2)=[O:26])=[CH:22][C:21]=1[F:29]. The catalyst class is: 4. (2) Reactant: [C:1]([O:5][C:6]([N:8]1[CH2:11][C:10](=O)[CH:9]1[CH3:13])=[O:7])([CH3:4])([CH3:3])[CH3:2].[NH2:14][C:15]1[CH:16]=[C:17]2[C:26](=[CH:27][CH:28]=1)[O:25][CH2:24][C:23]1[N:18]2[CH:19]([CH3:30])[C:20](=[O:29])[NH:21][N:22]=1.[BH3-]C#N.[Na+]. Product: [C:1]([O:5][C:6]([N:8]1[CH2:11][CH:10]([NH:14][C:15]2[CH:16]=[C:17]3[C:26](=[CH:27][CH:28]=2)[O:25][CH2:24][C:23]2[N:18]3[CH:19]([CH3:30])[C:20](=[O:29])[NH:21][N:22]=2)[CH:9]1[CH3:13])=[O:7])([CH3:4])([CH3:3])[CH3:2]. The catalyst class is: 467. (3) The catalyst class is: 175. Product: [Cl:18][C:19]1[N:24]=[N:23][C:22]([O:26][C:27]2[CH:32]=[CH:31][CH:30]=[C:29]([O:33][CH3:34])[C:28]=2[I:35])=[C:21]([OH:4])[CH:20]=1. Reactant: CC(C)([O-:4])C.[K+].ClC1N=[N+]([O-])C(Cl)=CC=1.[Cl-].[NH4+].[Cl:18][C:19]1[N+:24]([O-])=[N:23][C:22]([O:26][C:27]2[CH:32]=[CH:31][CH:30]=[C:29]([O:33][CH3:34])[C:28]=2[I:35])=[CH:21][CH:20]=1.ClC1N=[N+]([O-])C(OC2C=CC=C(OC)C=2I)=CC=1. (4) Reactant: [F:1][C:2]([F:38])([F:37])[C:3]1[CH:4]=[C:5]([CH:30]=[C:31]([C:33]([F:36])([F:35])[F:34])[CH:32]=1)[CH2:6][N:7]([CH2:20][C:21]1[CH:22]=[CH:23][CH:24]=[C:25]2[C:29]=1[NH:28][CH2:27][CH2:26]2)[C:8]1[N:13]=[CH:12][C:11]([N:14]2[CH2:19][CH2:18][O:17][CH2:16][CH2:15]2)=[CH:10][N:9]=1.[H-].[Na+].Br[CH2:42][CH2:43][CH2:44][CH2:45][CH2:46][CH2:47][C:48]([O:50][CH2:51][CH3:52])=[O:49].O. Product: [F:38][C:2]([F:37])([F:1])[C:3]1[CH:4]=[C:5]([CH:30]=[C:31]([C:33]([F:34])([F:35])[F:36])[CH:32]=1)[CH2:6][N:7]([CH2:20][C:21]1[CH:22]=[CH:23][CH:24]=[C:25]2[C:29]=1[N:28]([CH2:42][CH2:43][CH2:44][CH2:45][CH2:46][CH2:47][C:48]([O:50][CH2:51][CH3:52])=[O:49])[CH:27]=[CH:26]2)[C:8]1[N:13]=[CH:12][C:11]([N:14]2[CH2:15][CH2:16][O:17][CH2:18][CH2:19]2)=[CH:10][N:9]=1. The catalyst class is: 42. (5) Reactant: [C:1]([O:5][C:6]([N:8]1[C:16]2[C:11](=[CH:12][CH:13]=[CH:14][CH:15]=2)[C:10]([CH2:17][C@H:18]([C:49](=[O:89])[NH:50][C@@H:51]([C:73](=[O:88])[NH:74][C@H:75]([CH:85]([CH3:87])[CH3:86])[C@@H:76]([OH:84])[CH2:77][C:78]([O:80]CC=C)=[O:79])[CH2:52][S:53][C:54]([C:67]2[CH:72]=[CH:71][CH:70]=[CH:69][CH:68]=2)([C:61]2[CH:66]=[CH:65][CH:64]=[CH:63][CH:62]=2)[C:55]2[CH:60]=[CH:59][CH:58]=[CH:57][CH:56]=2)[NH:19][C:20](=[O:48])[CH2:21][C@H:22]([OH:47])/[CH:23]=[CH:24]/[CH2:25][CH2:26][S:27][C:28]([C:41]2[CH:46]=[CH:45][CH:44]=[CH:43][CH:42]=2)([C:35]2[CH:40]=[CH:39][CH:38]=[CH:37][CH:36]=2)[C:29]2[CH:34]=[CH:33][CH:32]=[CH:31][CH:30]=2)=[CH:9]1)=[O:7])([CH3:4])([CH3:3])[CH3:2].N1CCOCC1.CC(O)=O. Product: [C:1]([O:5][C:6]([N:8]1[C:16]2[C:11](=[CH:12][CH:13]=[CH:14][CH:15]=2)[C:10]([CH2:17][C@H:18]([C:49](=[O:89])[NH:50][C@@H:51]([C:73](=[O:88])[NH:74][C@H:75]([CH:85]([CH3:86])[CH3:87])[C@@H:76]([OH:84])[CH2:77][C:78]([OH:80])=[O:79])[CH2:52][S:53][C:54]([C:67]2[CH:68]=[CH:69][CH:70]=[CH:71][CH:72]=2)([C:55]2[CH:60]=[CH:59][CH:58]=[CH:57][CH:56]=2)[C:61]2[CH:66]=[CH:65][CH:64]=[CH:63][CH:62]=2)[NH:19][C:20](=[O:48])[CH2:21][C@H:22]([OH:47])/[CH:23]=[CH:24]/[CH2:25][CH2:26][S:27][C:28]([C:29]2[CH:30]=[CH:31][CH:32]=[CH:33][CH:34]=2)([C:35]2[CH:40]=[CH:39][CH:38]=[CH:37][CH:36]=2)[C:41]2[CH:46]=[CH:45][CH:44]=[CH:43][CH:42]=2)=[CH:9]1)=[O:7])([CH3:2])([CH3:3])[CH3:4]. The catalyst class is: 694. (6) Reactant: Cl.[NH2:2][C:3]1([C:14]([O:16][CH3:17])=[O:15])[C:11]2[C:6](=[C:7]([F:13])[CH:8]=[C:9]([F:12])[CH:10]=2)[CH2:5][CH2:4]1.C(N(CC)C(C)C)(C)C.[C:27](O[C:27]([O:29][C:30]([CH3:33])([CH3:32])[CH3:31])=[O:28])([O:29][C:30]([CH3:33])([CH3:32])[CH3:31])=[O:28]. Product: [C:30]([O:29][C:27]([NH:2][C:3]1([C:14]([O:16][CH3:17])=[O:15])[C:11]2[C:6](=[C:7]([F:13])[CH:8]=[C:9]([F:12])[CH:10]=2)[CH2:5][CH2:4]1)=[O:28])([CH3:33])([CH3:32])[CH3:31]. The catalyst class is: 10.